Dataset: NCI-60 drug combinations with 297,098 pairs across 59 cell lines. Task: Regression. Given two drug SMILES strings and cell line genomic features, predict the synergy score measuring deviation from expected non-interaction effect. (1) Drug 1: CC(C)(C#N)C1=CC(=CC(=C1)CN2C=NC=N2)C(C)(C)C#N. Drug 2: CC12CCC3C(C1CCC2OP(=O)(O)O)CCC4=C3C=CC(=C4)OC(=O)N(CCCl)CCCl.[Na+]. Cell line: LOX IMVI. Synergy scores: CSS=-0.112, Synergy_ZIP=2.84, Synergy_Bliss=1.87, Synergy_Loewe=-0.432, Synergy_HSA=-0.796. (2) Drug 1: C1CN(CCN1C(=O)CCBr)C(=O)CCBr. Drug 2: C(CCl)NC(=O)N(CCCl)N=O. Cell line: UACC-257. Synergy scores: CSS=15.4, Synergy_ZIP=-4.20, Synergy_Bliss=-0.566, Synergy_Loewe=-0.0807, Synergy_HSA=0.102. (3) Synergy scores: CSS=16.5, Synergy_ZIP=-3.19, Synergy_Bliss=-0.405, Synergy_Loewe=0.478, Synergy_HSA=0.0226. Drug 1: CC12CCC3C(C1CCC2=O)CC(=C)C4=CC(=O)C=CC34C. Drug 2: CC1=CC=C(C=C1)C2=CC(=NN2C3=CC=C(C=C3)S(=O)(=O)N)C(F)(F)F. Cell line: NCI-H226. (4) Drug 1: C1=CC(=CC=C1CC(C(=O)O)N)N(CCCl)CCCl.Cl. Drug 2: CC1=C2C(C(=O)C3(C(CC4C(C3C(C(C2(C)C)(CC1OC(=O)C(C(C5=CC=CC=C5)NC(=O)C6=CC=CC=C6)O)O)OC(=O)C7=CC=CC=C7)(CO4)OC(=O)C)O)C)OC(=O)C. Cell line: UO-31. Synergy scores: CSS=3.12, Synergy_ZIP=-4.14, Synergy_Bliss=-6.82, Synergy_Loewe=-5.77, Synergy_HSA=-5.70. (5) Drug 1: CC(C1=C(C=CC(=C1Cl)F)Cl)OC2=C(N=CC(=C2)C3=CN(N=C3)C4CCNCC4)N. Drug 2: CS(=O)(=O)CCNCC1=CC=C(O1)C2=CC3=C(C=C2)N=CN=C3NC4=CC(=C(C=C4)OCC5=CC(=CC=C5)F)Cl. Cell line: OVCAR-5. Synergy scores: CSS=14.5, Synergy_ZIP=-2.51, Synergy_Bliss=3.69, Synergy_Loewe=0.836, Synergy_HSA=2.43. (6) Drug 1: C1CCC(C1)C(CC#N)N2C=C(C=N2)C3=C4C=CNC4=NC=N3. Drug 2: C1=NC(=NC(=O)N1C2C(C(C(O2)CO)O)O)N. Cell line: CCRF-CEM. Synergy scores: CSS=8.63, Synergy_ZIP=3.83, Synergy_Bliss=9.70, Synergy_Loewe=-1.47, Synergy_HSA=6.57. (7) Drug 1: C1=NC2=C(N=C(N=C2N1C3C(C(C(O3)CO)O)F)Cl)N. Drug 2: CCN(CC)CCNC(=O)C1=C(NC(=C1C)C=C2C3=C(C=CC(=C3)F)NC2=O)C. Cell line: SK-MEL-28. Synergy scores: CSS=-3.05, Synergy_ZIP=-0.0352, Synergy_Bliss=-2.33, Synergy_Loewe=-3.56, Synergy_HSA=-4.10. (8) Drug 1: COC1=C2C(=CC3=C1OC=C3)C=CC(=O)O2. Drug 2: N.N.Cl[Pt+2]Cl. Cell line: TK-10. Synergy scores: CSS=8.44, Synergy_ZIP=-7.04, Synergy_Bliss=-1.55, Synergy_Loewe=-8.17, Synergy_HSA=-1.75. (9) Drug 1: C(CC(=O)O)C(=O)CN.Cl. Drug 2: C1=CN(C=N1)CC(O)(P(=O)(O)O)P(=O)(O)O. Cell line: RPMI-8226. Synergy scores: CSS=11.0, Synergy_ZIP=-2.75, Synergy_Bliss=-2.75, Synergy_Loewe=-1.16, Synergy_HSA=-2.64. (10) Drug 1: C1=NC2=C(N=C(N=C2N1C3C(C(C(O3)CO)O)O)F)N. Drug 2: CC(C)(C#N)C1=CC(=CC(=C1)CN2C=NC=N2)C(C)(C)C#N. Cell line: OVCAR-8. Synergy scores: CSS=51.6, Synergy_ZIP=-1.62, Synergy_Bliss=-2.78, Synergy_Loewe=-4.20, Synergy_HSA=-3.62.